Dataset: Peptide-MHC class I binding affinity with 185,985 pairs from IEDB/IMGT. Task: Regression. Given a peptide amino acid sequence and an MHC pseudo amino acid sequence, predict their binding affinity value. This is MHC class I binding data. (1) The peptide sequence is TELRYSWKTW. The MHC is HLA-B44:02 with pseudo-sequence HLA-B44:02. The binding affinity (normalized) is 0.809. (2) The peptide sequence is DYRHYSASF. The MHC is HLA-A24:02 with pseudo-sequence HLA-A24:02. The binding affinity (normalized) is 0.504. (3) The peptide sequence is FLDKSIHLTK. The MHC is HLA-A68:01 with pseudo-sequence HLA-A68:01. The binding affinity (normalized) is 0.495. (4) The peptide sequence is LFMALVAFLR. The MHC is HLA-A33:01 with pseudo-sequence HLA-A33:01. The binding affinity (normalized) is 0.581. (5) The peptide sequence is YMYAVSGAL. The MHC is HLA-A26:03 with pseudo-sequence HLA-A26:03. The binding affinity (normalized) is 0.0847. (6) The peptide sequence is HLKVALYRR. The MHC is HLA-A33:01 with pseudo-sequence HLA-A33:01. The binding affinity (normalized) is 0.790. (7) The peptide sequence is RGRKPIFRK. The MHC is HLA-A69:01 with pseudo-sequence HLA-A69:01. The binding affinity (normalized) is 0.0847. (8) The peptide sequence is KNYPASLHK. The MHC is HLA-B08:03 with pseudo-sequence HLA-B08:03. The binding affinity (normalized) is 0.0847.